This data is from Forward reaction prediction with 1.9M reactions from USPTO patents (1976-2016). The task is: Predict the product of the given reaction. (1) Given the reactants [OH:1][NH:2][C:3](=[O:9])[CH2:4][CH2:5][C:6](N)=[O:7].CN1CCOCC1.Cl.CN(C)CCCN=C=NCC.[CH3:29][C:30]1([CH2:35][CH2:36][C:37](O)=[O:38])[O:34][CH2:33][CH2:32][O:31]1, predict the reaction product. The product is: [CH3:29][C:30]1([CH2:35][CH2:36][C:37]([O:1][N:2]2[C:6](=[O:7])[CH2:5][CH2:4][C:3]2=[O:9])=[O:38])[O:34][CH2:33][CH2:32][O:31]1. (2) Given the reactants [F-].C([N+](CCCC)(CCCC)CCCC)CCC.[Cl:19][C:20]1[CH:21]=[C:22]2[C:28]([CH2:29][CH2:30][NH:31][C:32]([C:34]3[CH:38]=[C:37]([CH2:39][C:40]4[CH:45]=[C:44]([F:46])[CH:43]=[CH:42][C:41]=4[F:47])[O:36][N:35]=3)=[O:33])=[C:27]([Si](CC)(CC)CC)[NH:26][C:23]2=[N:24][CH:25]=1.C1C[O:58]CC1, predict the reaction product. The product is: [Cl:19][C:20]1[CH:21]=[C:22]2[C:28]([CH2:29][CH2:30][NH:31][C:32]([C:34]3[CH:38]=[C:37]([C:39](=[O:58])[C:40]4[CH:45]=[C:44]([F:46])[CH:43]=[CH:42][C:41]=4[F:47])[O:36][N:35]=3)=[O:33])=[CH:27][NH:26][C:23]2=[N:24][CH:25]=1.